This data is from Forward reaction prediction with 1.9M reactions from USPTO patents (1976-2016). The task is: Predict the product of the given reaction. (1) Given the reactants [CH2:1]1[CH2:5][O:4][CH2:3][CH2:2]1.[OH:6][C:7]1[CH:20]=[CH:19][C:18]2[C:17](=[O:21])[C:16]3[C:11](=[CH:12][CH:13]=[C:14]([OH:22])[CH:15]=3)[C:10](=[O:23])[C:9]=2[CH:8]=1.[C:24](Cl)(=[O:42])[CH2:25][CH2:26][CH2:27][CH2:28][CH2:29][CH2:30][CH2:31][CH2:32][CH2:33][CH2:34][CH2:35][CH2:36][CH2:37][CH2:38][CH2:39][CH2:40][CH3:41], predict the reaction product. The product is: [C:24]([O:6][C:7]1[CH:20]=[CH:19][C:18]2[C:17](=[O:21])[C:16]3[C:11](=[CH:12][CH:13]=[C:14]([O:22][C:3](=[O:4])[CH2:2][CH2:1][CH2:5][CH2:10][CH2:11][CH2:12][CH2:13][CH2:14][CH2:15][CH2:16][CH2:17][CH2:18][CH2:9][CH2:8][CH2:7][CH2:20][CH3:19])[CH:15]=3)[C:10](=[O:23])[C:9]=2[CH:8]=1)(=[O:42])[CH2:25][CH2:26][CH2:27][CH2:28][CH2:29][CH2:30][CH2:31][CH2:32][CH2:33][CH2:34][CH2:35][CH2:36][CH2:37][CH2:38][CH2:39][CH2:40][CH3:41]. (2) Given the reactants [CH3:1][C:2]1[CH:3]=[CH:4][CH:5]=[C:6]2[C:11]=1[NH:10][CH2:9][CH2:8][CH2:7]2.[Cl:12][CH2:13][C:14](Cl)=[O:15].C(N(CC)CC)C, predict the reaction product. The product is: [Cl:12][CH2:13][C:14]([N:10]1[C:11]2[C:6](=[CH:5][CH:4]=[CH:3][C:2]=2[CH3:1])[CH2:7][CH2:8][CH2:9]1)=[O:15]. (3) The product is: [F:1][C:2]1[C:3]([C:33]2[CH:34]=[CH:35][C:28]([O:27][CH:24]3[CH2:25][CH2:26][O:21][CH2:22][CH2:23]3)=[C:29]([CH:32]=2)[C:30]#[N:31])=[C:4]2[C:8](=[CH:9][CH:10]=1)[N:7]([S:11]([C:14]1[CH:19]=[CH:18][CH:17]=[CH:16][CH:15]=1)(=[O:13])=[O:12])[CH:6]=[CH:5]2. Given the reactants [F:1][C:2]1[C:3](I)=[C:4]2[C:8](=[CH:9][CH:10]=1)[N:7]([S:11]([C:14]1[CH:19]=[CH:18][CH:17]=[CH:16][CH:15]=1)(=[O:13])=[O:12])[CH:6]=[CH:5]2.[O:21]1[CH2:26][CH2:25][CH:24]([O:27][C:28]2[CH:35]=[CH:34][C:33](B3OC(C)(C)C(C)(C)O3)=[CH:32][C:29]=2[C:30]#[N:31])[CH2:23][CH2:22]1.C(=O)([O-])[O-].[Na+].[Na+].O, predict the reaction product. (4) The product is: [CH3:1][N:2]1[C:14]2[CH2:13][CH2:12][C:11](=[CH2:19])[C:10](=[O:15])[C:9]=2[C:8]2[C:3]1=[CH:4][CH:5]=[CH:6][CH:7]=2. Given the reactants [CH3:1][N:2]1[C:14]2[CH2:13][CH2:12][CH2:11][C:10](=[O:15])[C:9]=2[C:8]2[C:3]1=[CH:4][CH:5]=[CH:6][CH:7]=2.C=O.Cl.[CH3:19]N(C=O)C, predict the reaction product. (5) Given the reactants Br[C:2]1[CH:3]=[C:4]([C:7]([O:9][CH3:10])=[O:8])[S:5][CH:6]=1.C([O-])([O-])=O.[K+].[K+].CC1(C)COB([C:24]2[N:28]([CH3:29])[N:27]=[CH:26][CH:25]=2)OC1, predict the reaction product. The product is: [CH3:29][N:28]1[C:24]([C:2]2[CH:3]=[C:4]([C:7]([O:9][CH3:10])=[O:8])[S:5][CH:6]=2)=[CH:25][CH:26]=[N:27]1.